Dataset: Reaction yield outcomes from USPTO patents with 853,638 reactions. Task: Predict the reaction yield, written as a fraction of the theoretical maximum amount of product (1.0 means a 100% yield; for example, 0.34 means a 34% yield). (1) The reactants are [CH2:1]([O:3][C:4]1[CH:9]=[CH:8][C:7]([C:10]#[CH:11])=[CH:6][CH:5]=1)[CH3:2].[Cl:12][C:13]1[C:14]([C:20]#[N:21])=[N:15][CH:16]=[C:17](Cl)[CH:18]=1.C([N:24](CC)CC)C. The catalyst is [Cu]I.Cl[Pd](Cl)([P](C1C=CC=CC=1)(C1C=CC=CC=1)C1C=CC=CC=1)[P](C1C=CC=CC=1)(C1C=CC=CC=1)C1C=CC=CC=1.CN(C=O)C. The product is [CH3:10][C:7]1[C:8]2=[C:13]3[C:14](=[C:20]([NH2:21])[N:24]=[C:9]2[CH:4]=[CH:5][CH:6]=1)[N:15]=[CH:16][CH:17]=[CH:18]3.[Cl:12][C:13]1[C:14]([C:20]#[N:21])=[N:15][CH:16]=[C:17]([C:11]#[C:10][C:7]2[CH:8]=[CH:9][C:4]([O:3][CH2:1][CH3:2])=[CH:5][CH:6]=2)[CH:18]=1. The yield is 0.0400. (2) The reactants are [H-].[Na+].[CH2:3]([O:5][C:6](=[O:15])[CH2:7][C:8]1[CH:13]=[CH:12][CH:11]=[C:10]([Br:14])[CH:9]=1)[CH3:4].C1OCCOCCOCCOCCOCCOC1.Br[CH2:35][CH2:36][CH2:37][CH2:38]Br. The catalyst is CN(C=O)C.O. The product is [CH2:3]([O:5][C:6]([C:7]1([C:8]2[CH:13]=[CH:12][CH:11]=[C:10]([Br:14])[CH:9]=2)[CH2:38][CH2:37][CH2:36][CH2:35]1)=[O:15])[CH3:4]. The yield is 0.910. (3) The reactants are [F:1][C:2]1[CH:3]=[C:4]([OH:9])[CH:5]=[C:6]([F:8])[CH:7]=1.C(=O)([O-])[O-].[K+].[K+].I[CH:17]([CH3:19])[CH3:18]. The catalyst is CN(C=O)C.CCOC(C)=O. The product is [F:1][C:2]1[CH:3]=[C:4]([O:9][CH:17]([CH3:19])[CH3:18])[CH:5]=[C:6]([F:8])[CH:7]=1. The yield is 0.880. (4) The reactants are C([O:8][CH2:9][C@@H:10]1[O:15][CH2:14][CH2:13][N:12]([C:16]([O:18][C:19]([CH3:22])([CH3:21])[CH3:20])=[O:17])[CH2:11]1)C1C=CC=CC=1. The catalyst is CCO.[Pd]. The product is [OH:8][CH2:9][C@@H:10]1[O:15][CH2:14][CH2:13][N:12]([C:16]([O:18][C:19]([CH3:22])([CH3:21])[CH3:20])=[O:17])[CH2:11]1. The yield is 0.990. (5) The reactants are [CH3:1][C:2]([CH3:49])([CH3:48])[CH2:3][O:4][S:5]([C:8]1[CH:13]=[CH:12][C:11]([C:14]2[CH:23]=[CH:22][C:21]3[C:16](=[CH:17][CH:18]=[C:19]([O:24]CC4C=CC=CC=4)[CH:20]=3)[C:15]=2[O:32][C:33]2[CH:38]=[CH:37][C:36]([O:39][CH2:40][CH2:41][N:42]3[CH2:47][CH2:46][CH2:45][CH2:44][CH2:43]3)=[CH:35][CH:34]=2)=[CH:10][CH:9]=1)(=[O:7])=[O:6].C([O-])=O.[NH4+]. The catalyst is [Pd].CO. The product is [CH3:1][C:2]([CH3:49])([CH3:48])[CH2:3][O:4][S:5]([C:8]1[CH:9]=[CH:10][C:11]([C:14]2[CH:23]=[CH:22][C:21]3[C:16](=[CH:17][CH:18]=[C:19]([OH:24])[CH:20]=3)[C:15]=2[O:32][C:33]2[CH:38]=[CH:37][C:36]([O:39][CH2:40][CH2:41][N:42]3[CH2:47][CH2:46][CH2:45][CH2:44][CH2:43]3)=[CH:35][CH:34]=2)=[CH:12][CH:13]=1)(=[O:6])=[O:7]. The yield is 0.740. (6) The reactants are [CH3:1][O:2][CH:3]1[CH2:6][N:5]([C:7]([C:9]2[CH:18]=[CH:17][C:16]3[C:11](=[C:12]([C:19]4[CH:20]=[C:21]5[C:25](=[CH:26][CH:27]=4)[N:24]([CH3:28])[N:23]=[CH:22]5)[CH:13]=[N:14][CH:15]=3)[N:10]=2)=[O:8])[CH2:4]1.C(OO)(=O)C.C1(C)C=CC(S(Cl)(=O)=O)=CC=1.C(C[NH2:48])O. The catalyst is C(Cl)Cl.O. The product is [NH2:48][C:15]1[N:14]=[CH:13][C:12]([C:19]2[CH:20]=[C:21]3[C:25](=[CH:26][CH:27]=2)[N:24]([CH3:28])[N:23]=[CH:22]3)=[C:11]2[C:16]=1[CH:17]=[CH:18][C:9]([C:7]([N:5]1[CH2:4][CH:3]([O:2][CH3:1])[CH2:6]1)=[O:8])=[N:10]2. The yield is 0.350. (7) The reactants are O1CCCCC1[O:7][C:8]1[CH:9]=[C:10]([N:14]2[CH2:19][CH2:18][N:17]([C:20]([O:22][C:23]([CH3:26])([CH3:25])[CH3:24])=[O:21])[CH2:16][CH2:15]2)[CH:11]=[CH:12][CH:13]=1.C1(C)C=CC(S([O-])(=O)=O)=CC=1.[NH+]1C=CC=CC=1. The catalyst is C(O)C. The product is [OH:7][C:8]1[CH:9]=[C:10]([N:14]2[CH2:19][CH2:18][N:17]([C:20]([O:22][C:23]([CH3:26])([CH3:25])[CH3:24])=[O:21])[CH2:16][CH2:15]2)[CH:11]=[CH:12][CH:13]=1. The yield is 0.930. (8) The reactants are [Cl:1][C:2]1[CH:7]=[CH:6][C:5]([CH2:8][C:9]#[N:10])=[CH:4][C:3]=1[OH:11].C([O-])([O-])=O.[K+].[K+].[CH:18]1[CH:23]=[CH:22][C:21]([CH2:24]Br)=[CH:20][CH:19]=1. The catalyst is CC#N. The product is [CH2:24]([O:11][C:3]1[CH:4]=[C:5]([CH2:8][C:9]#[N:10])[CH:6]=[CH:7][C:2]=1[Cl:1])[C:21]1[CH:22]=[CH:23][CH:18]=[CH:19][CH:20]=1. The yield is 0.600. (9) The reactants are [N+:1]([C:4]1[CH:9]=[CH:8][C:7]([N:10]2[CH2:15][CH2:14][NH:13][CH2:12][CH2:11]2)=[CH:6][CH:5]=1)([O-:3])=[O:2].[C:16](Cl)(=[O:21])[C:17]([CH3:20])([CH3:19])[CH3:18].C(N(CC)CC)C. The catalyst is C(Cl)Cl. The product is [CH3:18][C:17]([CH3:20])([CH3:19])[C:16]([N:13]1[CH2:14][CH2:15][N:10]([C:7]2[CH:6]=[CH:5][C:4]([N+:1]([O-:3])=[O:2])=[CH:9][CH:8]=2)[CH2:11][CH2:12]1)=[O:21]. The yield is 0.857.